Dataset: Reaction yield outcomes from USPTO patents with 853,638 reactions. Task: Predict the reaction yield, written as a fraction of the theoretical maximum amount of product (1.0 means a 100% yield; for example, 0.34 means a 34% yield). (1) The yield is 0.850. The reactants are Cl[Si](Cl)(Cl)Cl.[N-:6]=[N+:7]=[N-:8].[Na+].[CH3:10][O:11][C:12]([C:14]1[CH:15]=[C:16]([C:24]2[CH:29]=[CH:28][C:27]([CH3:30])=[CH:26][CH:25]=2)[CH:17]=[C:18]([NH:20][C:21](=O)[CH3:22])[CH:19]=1)=[O:13]. The catalyst is C(#N)C. The product is [CH3:10][O:11][C:12]([C:14]1[CH:15]=[C:16]([C:24]2[CH:29]=[CH:28][C:27]([CH3:30])=[CH:26][CH:25]=2)[CH:17]=[C:18]([N:20]2[C:21]([CH3:22])=[N:8][N:7]=[N:6]2)[CH:19]=1)=[O:13]. (2) The reactants are [F:1][C:2]1[CH:7]=[CH:6][CH:5]=[CH:4][C:3]=1[C:8]1[CH:13]=[CH:12][N:11]=[C:10]([C:14]2[C:22]3[C:17](=[CH:18][CH:19]=[C:20]([C:23]4[O:27][C:26]([NH:28]CC5C=CC(OC)=CC=5)=[N:25][N:24]=4)[CH:21]=3)[N:16](S(C3C=CC(C)=CC=3)(=O)=O)[CH:15]=2)[N:9]=1.FC1C=CC=CC=1C1C=CN=C(C2C3C(=CC=C(C4OC(N)=NN=4)C=3)N(S(C3C=CC(C)=CC=3)(=O)=O)C=2)N=1.[OH-].[Na+]. The catalyst is C(O)(C(F)(F)F)=O.O1CCOCC1. The product is [F:1][C:2]1[CH:7]=[CH:6][CH:5]=[CH:4][C:3]=1[C:8]1[CH:13]=[CH:12][N:11]=[C:10]([C:14]2[C:22]3[C:17](=[CH:18][CH:19]=[C:20]([C:23]4[O:27][C:26]([NH2:28])=[N:25][N:24]=4)[CH:21]=3)[NH:16][CH:15]=2)[N:9]=1. The yield is 0.230. (3) The reactants are FC1C=C(C=CC=1)N.Cl.N([O-])=O.[Na+].O=C1C2C(=CC=CC=2)C(=O)N1CC(=O)CC#N.CC([O-])=O.[Na+].[NH2:36][C:37]1[C:38](=[N:54][NH:55][C:56]2[CH:61]=[CH:60][CH:59]=[C:58]([F:62])[CH:57]=2)[C:39]([CH2:42][N:43]2C(=O)C3C(=CC=CC=3)C2=O)=[N:40][N:41]=1.NN. The catalyst is O.CN(C=O)C.O.C(O)C. The product is [NH2:43][CH2:42][C:39]1[C:38](=[N:54][NH:55][C:56]2[CH:61]=[CH:60][CH:59]=[C:58]([F:62])[CH:57]=2)[C:37]([NH2:36])=[N:41][N:40]=1. The yield is 0.610. (4) The reactants are [OH:1][C@H:2]([C:5]1[CH:6]=[C:7]([CH:15]=[C:16]([C:18]([F:21])([F:20])[F:19])[CH:17]=1)[C:8]([O:10][C:11]([CH3:14])([CH3:13])[CH3:12])=[O:9])[CH2:3][OH:4].[Si:22](Cl)([C:25]([CH3:28])([CH3:27])[CH3:26])([CH3:24])[CH3:23].N1C=CN=C1.O. The catalyst is CN(C=O)C. The product is [Si:22]([O:4][CH2:3][C@@H:2]([C:5]1[CH:6]=[C:7]([CH:15]=[C:16]([C:18]([F:19])([F:20])[F:21])[CH:17]=1)[C:8]([O:10][C:11]([CH3:14])([CH3:12])[CH3:13])=[O:9])[OH:1])([C:25]([CH3:28])([CH3:27])[CH3:26])([CH3:24])[CH3:23]. The yield is 0.859. (5) The reactants are Cl.[NH2:2][OH:3].[OH-:4].[Na+].CO[C:8]1[CH:9]=[C:10]([CH:13]=[CH:14][CH:15]=1)[C:11]#[N:12].[CH2:16](O)C. No catalyst specified. The product is [OH:3][NH:2][C:11](=[NH:12])[C:10]1[CH:13]=[CH:14][CH:15]=[C:8]([O:4][CH3:16])[CH:9]=1. The yield is 0.520. (6) The reactants are [C:1](Cl)(=O)C.[C:5]([OH:13])(=O)[C@@H:6]([CH2:8][C:9]([OH:11])=[O:10])[OH:7].[CH3:14][OH:15]. No catalyst specified. The product is [CH3:14][O:15][C:5](=[O:13])[C@H:6]([OH:7])[CH2:8][C:9]([O:11][CH3:1])=[O:10]. The yield is 1.00. (7) The reactants are Br[C:2]1[CH:16]=[CH:15][C:5]([CH2:6][O:7][C:8]2[CH:13]=[CH:12][CH:11]=[C:10]([CH3:14])[N:9]=2)=[CH:4][CH:3]=1.C([Li])CCC.CN(C)[CH:24]=[O:25].O. The catalyst is O1CCCC1.C(OCC)(=O)C. The product is [CH3:14][C:10]1[N:9]=[C:8]([O:7][CH2:6][C:5]2[CH:15]=[CH:16][C:2]([CH:24]=[O:25])=[CH:3][CH:4]=2)[CH:13]=[CH:12][CH:11]=1. The yield is 0.700.